Dataset: Full USPTO retrosynthesis dataset with 1.9M reactions from patents (1976-2016). Task: Predict the reactants needed to synthesize the given product. The reactants are: [C:1]([C:5]1[N:10]=[C:9]([N:11]2[CH2:16][CH2:15][N:14]([CH2:17][CH2:18][CH2:19][CH2:20][NH2:21])[CH2:13][CH2:12]2)[CH:8]=[C:7]([C:22]([F:25])([F:24])[F:23])[N:6]=1)([CH3:4])([CH3:3])[CH3:2].C1N=CN([C:31](N2C=NC=C2)=[O:32])C=1.[C:38]1([CH3:50])[CH:43]=[CH:42][C:41]([N:44]2[CH2:49][CH2:48][NH:47][CH2:46][CH2:45]2)=[CH:40][CH:39]=1. Given the product [C:1]([C:5]1[N:10]=[C:9]([N:11]2[CH2:16][CH2:15][N:14]([CH2:17][CH2:18][CH2:19][CH2:20][NH:21][C:31]([N:47]3[CH2:46][CH2:45][N:44]([C:41]4[CH:40]=[CH:39][C:38]([CH3:50])=[CH:43][CH:42]=4)[CH2:49][CH2:48]3)=[O:32])[CH2:13][CH2:12]2)[CH:8]=[C:7]([C:22]([F:24])([F:25])[F:23])[N:6]=1)([CH3:4])([CH3:2])[CH3:3], predict the reactants needed to synthesize it.